Dataset: Peptide-MHC class I binding affinity with 185,985 pairs from IEDB/IMGT. Task: Regression. Given a peptide amino acid sequence and an MHC pseudo amino acid sequence, predict their binding affinity value. This is MHC class I binding data. (1) The peptide sequence is HSNVKELVFKF. The MHC is Mamu-B01 with pseudo-sequence Mamu-B01. The binding affinity (normalized) is 0. (2) The peptide sequence is MQIRGFVYF. The MHC is HLA-B45:06 with pseudo-sequence HLA-B45:06. The binding affinity (normalized) is 0.213. (3) The peptide sequence is SLRPNDIVY. The MHC is HLA-A02:01 with pseudo-sequence HLA-A02:01. The binding affinity (normalized) is 0.0847.